Predict the reactants needed to synthesize the given product. From a dataset of Full USPTO retrosynthesis dataset with 1.9M reactions from patents (1976-2016). (1) The reactants are: NC1(C2C=CC(C3C(=O)C4C(=CC=C(F)C=4)OC=3C3C=CC=CC=3)=CC=2)CCC1.C(OC(=O)[NH:36][C:37]1([C:41]2[CH:46]=[CH:45][C:44]([C:47]3[C:56](=[O:57])[C:55]4[C:50](=[CH:51][C:52]([C:60]5[NH:61][N:62]=[CH:63][CH:64]=5)=[C:53]([O:58][CH3:59])[CH:54]=4)[O:49][C:48]=3[C:65]3[CH:70]=[CH:69][CH:68]=[CH:67][CH:66]=3)=[CH:43][CH:42]=2)[CH2:40][CH2:39][CH2:38]1)(C)(C)C. Given the product [NH2:36][C:37]1([C:41]2[CH:42]=[CH:43][C:44]([C:47]3[C:56](=[O:57])[C:55]4[C:50](=[CH:51][C:52]([C:60]5[NH:61][N:62]=[CH:63][CH:64]=5)=[C:53]([O:58][CH3:59])[CH:54]=4)[O:49][C:48]=3[C:65]3[CH:66]=[CH:67][CH:68]=[CH:69][CH:70]=3)=[CH:45][CH:46]=2)[CH2:38][CH2:39][CH2:40]1, predict the reactants needed to synthesize it. (2) Given the product [CH2:1]([NH:8][C:10]1[S:11][C:12]([C:15]([NH:17][C:18]2[S:19][C:20]([C:23]3[CH:28]=[CH:27][C:26]([CH3:29])=[CH:25][CH:24]=3)=[CH:21][N:22]=2)=[O:16])=[CH:13][N:14]=1)[C:2]1[CH:7]=[CH:6][CH:5]=[CH:4][CH:3]=1, predict the reactants needed to synthesize it. The reactants are: [CH2:1]([NH2:8])[C:2]1[CH:7]=[CH:6][CH:5]=[CH:4][CH:3]=1.Br[C:10]1[S:11][C:12]([C:15]([NH:17][C:18]2[S:19][C:20]([C:23]3[CH:28]=[CH:27][C:26]([CH3:29])=[CH:25][CH:24]=3)=[CH:21][N:22]=2)=[O:16])=[CH:13][N:14]=1. (3) Given the product [C:27]([O:26][C:24]([NH:23][CH2:22][CH:21]([NH:20][S:2]([C:5]1[C:6]([CH3:19])=[CH:7][C:8]([O:9][CH2:10][CH2:14][CH2:15][C:36]([OH:38])=[O:37])=[CH:16][C:17]=1[CH3:18])(=[O:3])=[O:4])[C:31]([O:33][CH3:34])=[O:32])=[O:25])([CH3:30])([CH3:29])[CH3:28], predict the reactants needed to synthesize it. The reactants are: Cl[S:2]([C:5]1[C:17]([CH3:18])=[CH:16][C:8]([O:9][CH:10]([CH2:14][CH3:15])C(O)=O)=[CH:7][C:6]=1[CH3:19])(=[O:4])=[O:3].[NH2:20][C@H:21]([C:31]([O:33][CH3:34])=[O:32])[CH2:22][NH:23][C:24]([O:26][C:27]([CH3:30])([CH3:29])[CH3:28])=[O:25].Cl.[C:36]([O-])([OH:38])=[O:37].[Na+].C(O)(=O)CC(CC(O)=O)(C(O)=O)O. (4) Given the product [CH2:23]([Sn:17]([CH2:13][CH2:14][CH2:15][CH3:16])([CH2:19][CH2:20][CH2:21][CH3:22])[C:2]1[CH:7]=[CH:6][CH:5]=[CH:4][N:3]=1)[CH2:24][CH2:25][CH3:26], predict the reactants needed to synthesize it. The reactants are: Br[C:2]1[CH:7]=[CH:6][CH:5]=[CH:4][N:3]=1.[Li]CCCC.[CH2:13]([Sn:17]([CH2:23][CH2:24][CH2:25][CH3:26])([CH2:19][CH2:20][CH2:21][CH3:22])Cl)[CH2:14][CH2:15][CH3:16]. (5) Given the product [ClH:18].[ClH:18].[F:1][C:2]([F:38])([F:37])[C:3]1[CH:4]=[C:5]([CH:30]=[C:31]([C:33]([F:36])([F:35])[F:34])[CH:32]=1)[C:6]([N:8]1[CH2:13][CH2:12][N:11]([CH2:14][C:15]#[C:16][CH2:17][N:42]2[CH2:41][C@@H:40]([CH3:39])[O:45][C@@H:44]([CH3:46])[CH2:43]2)[CH2:10][C@H:9]1[CH2:19][C:20]1[CH:29]=[CH:28][C:27]2[C:22](=[CH:23][CH:24]=[CH:25][CH:26]=2)[CH:21]=1)=[O:7], predict the reactants needed to synthesize it. The reactants are: [F:1][C:2]([F:38])([F:37])[C:3]1[CH:4]=[C:5]([CH:30]=[C:31]([C:33]([F:36])([F:35])[F:34])[CH:32]=1)[C:6]([N:8]1[CH2:13][CH2:12][N:11]([CH2:14][C:15]#[C:16][CH2:17][Cl:18])[CH2:10][C@H:9]1[CH2:19][C:20]1[CH:29]=[CH:28][C:27]2[C:22](=[CH:23][CH:24]=[CH:25][CH:26]=2)[CH:21]=1)=[O:7].[CH3:39][C@H:40]1[O:45][C@@H:44]([CH3:46])[CH2:43][NH:42][CH2:41]1.C(=O)([O-])[O-].[K+].[K+].O.